From a dataset of CYP2D6 inhibition data for predicting drug metabolism from PubChem BioAssay. Regression/Classification. Given a drug SMILES string, predict its absorption, distribution, metabolism, or excretion properties. Task type varies by dataset: regression for continuous measurements (e.g., permeability, clearance, half-life) or binary classification for categorical outcomes (e.g., BBB penetration, CYP inhibition). Dataset: cyp2d6_veith. (1) The molecule is O=c1c2ccccc2nc2n1C(CSc1ccc(F)cc1)CN2. The result is 0 (non-inhibitor). (2) The compound is COc1ccc(/C=N/NC(=O)c2ccn[nH]2)cc1COc1ccc(F)cc1. The result is 0 (non-inhibitor). (3) The result is 0 (non-inhibitor). The compound is Nc1nccc(Nc2ccc(S(N)(=O)=O)cc2)n1. (4) The compound is NC(=O)CN1C[C@@H](O)CC1=O. The result is 0 (non-inhibitor).